The task is: Predict which catalyst facilitates the given reaction.. This data is from Catalyst prediction with 721,799 reactions and 888 catalyst types from USPTO. (1) Reactant: Cl.[Br:2][C:3]1[CH:4]=[C:5]([CH:9]=[CH:10][CH:11]=1)[C:6](=[NH:8])[NH2:7].[CH3:12][C:13]([O:16][C:17](O[C:17]([O:16][C:13]([CH3:15])([CH3:14])[CH3:12])=[O:18])=[O:18])([CH3:15])[CH3:14].CCN(CC)CC. Product: [Br:2][C:3]1[CH:4]=[C:5]([C:6]([NH:7][C:17](=[O:18])[O:16][C:13]([CH3:15])([CH3:14])[CH3:12])=[NH:8])[CH:9]=[CH:10][CH:11]=1. The catalyst class is: 5. (2) Reactant: [Si]([O:8][CH2:9][CH2:10][O:11][C:12]1[CH:17]=[CH:16][C:15]([NH:18][C:19]2[N:24]=[C:23]([NH:25][C:26]3[CH:27]=[C:28]([NH:32][C:33]([CH:35]4[CH2:37][O:36]4)=[O:34])[CH:29]=[CH:30][CH:31]=3)[C:22]([F:38])=[CH:21][N:20]=2)=[CH:14][CH:13]=1)(C(C)(C)C)(C)C.CCCC[N+](CCCC)(CCCC)CCCC.[F-].C(Cl)(Cl)Cl.CO.O. Product: [F:38][C:22]1[C:23]([NH:25][C:26]2[CH:27]=[C:28]([NH:32][C:33]([CH:35]3[CH2:37][O:36]3)=[O:34])[CH:29]=[CH:30][CH:31]=2)=[N:24][C:19]([NH:18][C:15]2[CH:16]=[CH:17][C:12]([O:11][CH2:10][CH2:9][OH:8])=[CH:13][CH:14]=2)=[N:20][CH:21]=1. The catalyst class is: 1. (3) Reactant: [Cl:1][C:2]1[CH:3]=[C:4]([CH:8]=[C:9]([CH3:11])[N:10]=1)[C:5]([OH:7])=[O:6].[CH2:12](O)[CH3:13]. Product: [CH2:12]([O:6][C:5](=[O:7])[C:4]1[CH:8]=[C:9]([CH3:11])[N:10]=[C:2]([Cl:1])[CH:3]=1)[CH3:13]. The catalyst class is: 82. (4) Reactant: [OH-].[Li+].C([O:5][C:6](=[O:39])[C:7]([O:10][C:11]1[CH:16]=[CH:15][C:14]([O:17][CH2:18][C:19]2[N:23]([CH:24]([CH3:26])[CH3:25])[C:22](=[O:27])[N:21]([C:28]3[CH:33]=[CH:32][C:31]([C:34]([F:37])([F:36])[F:35])=[CH:30][CH:29]=3)[N:20]=2)=[CH:13][C:12]=1[CH3:38])([CH3:9])[CH3:8])C. Product: [CH:24]([N:23]1[C:22](=[O:27])[N:21]([C:28]2[CH:29]=[CH:30][C:31]([C:34]([F:37])([F:36])[F:35])=[CH:32][CH:33]=2)[N:20]=[C:19]1[CH2:18][O:17][C:14]1[CH:15]=[CH:16][C:11]([O:10][C:7]([CH3:8])([CH3:9])[C:6]([OH:39])=[O:5])=[C:12]([CH3:38])[CH:13]=1)([CH3:26])[CH3:25]. The catalyst class is: 12. (5) Reactant: Cl[C:2]1[CH:3]=[CH:4][C:5]([N:8]2[CH:12]=[C:11]([CH2:13][CH2:14][CH2:15][O:16][C:17]3[CH:22]=[CH:21][CH:20]=[CH:19][C:18]=3[CH2:23][C:24]([O:26]C)=[O:25])[C:10]([CH:28]([CH3:30])[CH3:29])=[N:9]2)=[N:6][CH:7]=1. Product: [CH:28]([C:10]1[C:11]([CH2:13][CH2:14][CH2:15][O:16][C:17]2[CH:22]=[CH:21][CH:20]=[CH:19][C:18]=2[CH2:23][C:24]([OH:26])=[O:25])=[CH:12][N:8]([C:5]2[CH:4]=[CH:3][CH:2]=[CH:7][N:6]=2)[N:9]=1)([CH3:30])[CH3:29]. The catalyst class is: 349.